Task: Regression. Given two drug SMILES strings and cell line genomic features, predict the synergy score measuring deviation from expected non-interaction effect.. Dataset: NCI-60 drug combinations with 297,098 pairs across 59 cell lines (1) Drug 1: CC1CCC2CC(C(=CC=CC=CC(CC(C(=O)C(C(C(=CC(C(=O)CC(OC(=O)C3CCCCN3C(=O)C(=O)C1(O2)O)C(C)CC4CCC(C(C4)OC)O)C)C)O)OC)C)C)C)OC. Drug 2: C(CN)CNCCSP(=O)(O)O. Cell line: RPMI-8226. Synergy scores: CSS=33.0, Synergy_ZIP=0.936, Synergy_Bliss=0.112, Synergy_Loewe=-80.8, Synergy_HSA=-0.784. (2) Drug 1: C1=NC2=C(N1)C(=S)N=C(N2)N. Drug 2: C1=NC2=C(N=C(N=C2N1C3C(C(C(O3)CO)O)O)F)N. Cell line: UACC62. Synergy scores: CSS=28.3, Synergy_ZIP=-0.740, Synergy_Bliss=-1.24, Synergy_Loewe=-6.29, Synergy_HSA=-0.608. (3) Drug 1: CNC(=O)C1=NC=CC(=C1)OC2=CC=C(C=C2)NC(=O)NC3=CC(=C(C=C3)Cl)C(F)(F)F. Drug 2: C1CN(P(=O)(OC1)NCCCl)CCCl. Cell line: OVCAR-8. Synergy scores: CSS=-1.72, Synergy_ZIP=-1.70, Synergy_Bliss=-3.99, Synergy_Loewe=-7.37, Synergy_HSA=-7.43. (4) Drug 1: C1=C(C(=O)NC(=O)N1)F. Drug 2: C1C(C(OC1N2C=NC(=NC2=O)N)CO)O. Cell line: OVCAR-5. Synergy scores: CSS=37.1, Synergy_ZIP=-4.60, Synergy_Bliss=-3.80, Synergy_Loewe=0.335, Synergy_HSA=1.09.